Dataset: Full USPTO retrosynthesis dataset with 1.9M reactions from patents (1976-2016). Task: Predict the reactants needed to synthesize the given product. (1) Given the product [Cl:1][C:2]1[CH:10]=[C:6]([CH2:7][OH:8])[CH:5]=[N:4][CH:3]=1, predict the reactants needed to synthesize it. The reactants are: [Cl:1][C:2]1[CH:3]=[N:4][CH:5]=[C:6]([CH:10]=1)[C:7](O)=[O:8].ClC(OC)=O.[H-].[Al+3].[Li+].[H-].[H-].[H-]. (2) Given the product [Cl:21][C:22]1[N:23]=[C:24]([CH2:15][C:10]2[CH:11]=[C:12]([CH3:14])[CH:13]=[C:8]([N:3]3[C:2]([CH3:1])=[CH:6][CH:5]=[C:4]3[CH3:7])[N:9]=2)[CH:25]=[CH:26][CH:27]=1, predict the reactants needed to synthesize it. The reactants are: [CH3:1][C:2]1[N:3]([C:8]2[CH:13]=[C:12]([CH3:14])[CH:11]=[C:10]([CH3:15])[N:9]=2)[C:4]([CH3:7])=[CH:5][CH:6]=1.[Li]CCCC.[Cl:21][C:22]1[CH:27]=[CH:26][CH:25]=[C:24](Cl)[N:23]=1. (3) Given the product [F:2][C:3]1[CH:4]=[C:5]([S:9]([C:12]2[CH:13]=[C:14]3[C:19](=[CH:20][CH:21]=2)[C@H:18]([CH2:22][NH:23][S:24]([NH2:27])(=[O:26])=[O:25])[CH2:17][CH2:16][CH2:15]3)(=[O:11])=[O:10])[CH:6]=[CH:7][CH:8]=1, predict the reactants needed to synthesize it. The reactants are: Cl.[F:2][C:3]1[CH:4]=[C:5]([S:9]([C:12]2[CH:13]=[C:14]3[C:19](=[CH:20][CH:21]=2)[CH:18]([CH2:22][NH2:23])[CH2:17][CH2:16][CH2:15]3)(=[O:11])=[O:10])[CH:6]=[CH:7][CH:8]=1.[S:24](N)([NH2:27])(=[O:26])=[O:25].O. (4) Given the product [F:22][C:19]1[CH:20]=[CH:21][C:16]([NH:15][C:12]2[CH:11]=[CH:10][C:9]([CH2:8][NH:7][C:5]([C:2]3([NH:1][C:32]([C:31]4[S:27][CH:28]=[N:29][CH:30]=4)=[O:33])[CH2:3][CH2:4]3)=[O:6])=[CH:14][CH:13]=2)=[C:17]([C:23]([F:26])([F:24])[F:25])[CH:18]=1, predict the reactants needed to synthesize it. The reactants are: [NH2:1][C:2]1([C:5]([NH:7][CH2:8][C:9]2[CH:14]=[CH:13][C:12]([NH:15][C:16]3[CH:21]=[CH:20][C:19]([F:22])=[CH:18][C:17]=3[C:23]([F:26])([F:25])[F:24])=[CH:11][CH:10]=2)=[O:6])[CH2:4][CH2:3]1.[S:27]1[C:31]([C:32](O)=[O:33])=[CH:30][N:29]=[CH:28]1. (5) The reactants are: Cl[CH2:2][C:3]1[N:12]=[C:11]([C:13]2[CH:18]=[CH:17][C:16]3[O:19][CH2:20][O:21][C:15]=3[CH:14]=2)[C:10]2[C:5](=[CH:6][C:7]3[O:24][CH2:23][O:22][C:8]=3[CH:9]=2)[N:4]=1.C([O-])(=O)C.[Na+].[Na+].[I-:31]. Given the product [I:31][CH2:2][C:3]1[N:12]=[C:11]([C:13]2[CH:18]=[CH:17][C:16]3[O:19][CH2:20][O:21][C:15]=3[CH:14]=2)[C:10]2[C:5](=[CH:6][C:7]3[O:24][CH2:23][O:22][C:8]=3[CH:9]=2)[N:4]=1, predict the reactants needed to synthesize it. (6) Given the product [C:26]1([S:32]([NH:1][C:2]2[CH:3]=[C:4]([CH:14]=[CH:15][C:16]=2[O:17][CH3:18])[C:5]([NH:7][C:8]2[CH:13]=[CH:12][CH:11]=[CH:10][CH:9]=2)=[O:6])(=[O:34])=[O:33])[CH:31]=[CH:30][CH:29]=[CH:28][CH:27]=1, predict the reactants needed to synthesize it. The reactants are: [NH2:1][C:2]1[CH:3]=[C:4]([CH:14]=[CH:15][C:16]=1[O:17][CH3:18])[C:5]([NH:7][C:8]1[CH:13]=[CH:12][CH:11]=[CH:10][CH:9]=1)=[O:6].C(N(CC)CC)C.[C:26]1([S:32](Cl)(=[O:34])=[O:33])[CH:31]=[CH:30][CH:29]=[CH:28][CH:27]=1.